Dataset: Catalyst prediction with 721,799 reactions and 888 catalyst types from USPTO. Task: Predict which catalyst facilitates the given reaction. (1) Reactant: [CH2:1]([N:8]([O:20][CH3:21])[C:9](=[O:19])[CH:10]=[C:11]1[C:15](=[O:16])[O:14]C(C)(C)[O:12]1)[C:2]1[CH:7]=[CH:6][CH:5]=[CH:4][CH:3]=1.[OH-].[Na+].Cl. Product: [CH2:1]([N:8]([O:20][CH3:21])[C:9]([CH:10]=[C:11]([OH:12])[C:15]([OH:16])=[O:14])=[O:19])[C:2]1[CH:3]=[CH:4][CH:5]=[CH:6][CH:7]=1. The catalyst class is: 7. (2) Reactant: [CH:1]([O:4][P:5]([C:11]([P:21](=[O:30])([O:26][CH:27]([CH3:29])[CH3:28])[O:22][CH:23]([CH3:25])[CH3:24])([F:20])[CH2:12][C:13]1[CH:14]=[N:15][CH:16]=[C:17](Br)[CH:18]=1)(=[O:10])[O:6][CH:7]([CH3:9])[CH3:8])([CH3:3])[CH3:2].[NH:31]1[C:39]2[C:34](=[CH:35][C:36](B(O)O)=[CH:37][CH:38]=2)[CH:33]=[N:32]1.C(=O)([O-])[O-].[K+].[K+]. Product: [CH:1]([O:4][P:5]([C:11]([P:21](=[O:30])([O:26][CH:27]([CH3:29])[CH3:28])[O:22][CH:23]([CH3:25])[CH3:24])([F:20])[CH2:12][C:13]1[CH:14]=[N:15][CH:16]=[C:17]([C:36]2[CH:35]=[C:34]3[C:39](=[CH:38][CH:37]=2)[NH:31][N:32]=[CH:33]3)[CH:18]=1)(=[O:10])[O:6][CH:7]([CH3:9])[CH3:8])([CH3:3])[CH3:2]. The catalyst class is: 276. (3) Reactant: [CH3:1][C:2](C)([O-])C.[K+].ICC.[CH3:10][O:11][N:12]([CH3:26])[C:13]([C:15]1[CH:23]=[C:22]2[C:18]([C:19]([CH2:24][CH3:25])=[N:20][NH:21]2)=[CH:17][CH:16]=1)=[O:14].C(OCC)(=O)C. Product: [CH3:10][O:11][N:12]([CH3:26])[C:13]([C:15]1[CH:23]=[C:22]2[C:18]([C:19]([CH2:24][CH3:25])=[N:20][N:21]2[CH2:1][CH3:2])=[CH:17][CH:16]=1)=[O:14]. The catalyst class is: 1. (4) Reactant: [NH2:1][C:2]1[N:7]([CH2:8][CH2:9][CH3:10])[C:6](=[O:11])[N:5]([CH2:12][CH2:13][CH3:14])[C:4](=[O:15])[C:3]=1[NH:16][C:17]([C:19]12[CH2:26][C:23]([CH2:27][OH:28])([CH2:24][CH2:25]1)[CH2:22][CH2:21][CH2:20]2)=O.[OH-].[Na+]. Product: [OH:28][CH2:27][C:23]12[CH2:26][C:19]([C:17]3[NH:16][C:3]4[C:4](=[O:15])[N:5]([CH2:12][CH2:13][CH3:14])[C:6](=[O:11])[N:7]([CH2:8][CH2:9][CH3:10])[C:2]=4[N:1]=3)([CH2:25][CH2:24]1)[CH2:20][CH2:21][CH2:22]2. The catalyst class is: 5. (5) Reactant: [Cl:1][C:2]1[CH:7]=[CH:6][C:5]([N:8]2[CH:12]=[CH:11][C:10]([C:13](OC)=[O:14])=[N:9]2)=[CH:4][CH:3]=1. Product: [Cl:1][C:2]1[CH:3]=[CH:4][C:5]([N:8]2[CH:12]=[CH:11][C:10]([CH2:13][OH:14])=[N:9]2)=[CH:6][CH:7]=1. The catalyst class is: 1. (6) Reactant: [F:1][C:2]([F:19])([F:18])[C:3]([N:5]1[CH2:9][CH2:8][CH:7]([C:10]2[CH:15]=[CH:14][CH:13]=[CH:12][C:11]=2[O:16][CH3:17])[CH2:6]1)=[O:4].[Na+].[Br-:21].O.OOS([O-])=O.[K+]. Product: [Br:21][C:14]1[CH:13]=[CH:12][C:11]([O:16][CH3:17])=[C:10]([CH:7]2[CH2:8][CH2:9][N:5]([C:3](=[O:4])[C:2]([F:1])([F:18])[F:19])[CH2:6]2)[CH:15]=1. The catalyst class is: 21.